This data is from Forward reaction prediction with 1.9M reactions from USPTO patents (1976-2016). The task is: Predict the product of the given reaction. (1) The product is: [N+:18]([C:9]1[CH:10]=[N:11][C:12]2[C:17]([C:8]=1[NH:1][CH2:2][C:3]([CH3:5])([NH2:6])[CH3:4])=[N:16][CH:15]=[CH:14][CH:13]=2)([O-:20])=[O:19]. Given the reactants [NH2:1][CH2:2][C:3]([NH2:6])([CH3:5])[CH3:4].Cl[C:8]1[C:17]2[C:12](=[CH:13][CH:14]=[CH:15][N:16]=2)[N:11]=[CH:10][C:9]=1[N+:18]([O-:20])=[O:19].C(N(CC)CC)C, predict the reaction product. (2) Given the reactants [CH3:1][O:2][C:3]([CH:5]1[C:10](=[O:11])[CH2:9][CH2:8][NH:7][CH2:6]1)=[O:4].CNC1(NC)C=CN=CC1.[C:22]([O:26][C:27](O[C:27]([O:26][C:22]([CH3:25])([CH3:24])[CH3:23])=[O:28])=[O:28])([CH3:25])([CH3:24])[CH3:23], predict the reaction product. The product is: [CH3:1][O:2][C:3]([CH:5]1[C:10](=[O:11])[CH2:9][CH2:8][N:7]([C:27]([O:26][C:22]([CH3:25])([CH3:24])[CH3:23])=[O:28])[CH2:6]1)=[O:4].